This data is from Forward reaction prediction with 1.9M reactions from USPTO patents (1976-2016). The task is: Predict the product of the given reaction. (1) Given the reactants [OH-].[Na+].[Br:3][C:4]1[CH:9]=[C:8]([F:10])[CH:7]=[CH:6][C:5]=1[S:11][CH2:12][C:13]([O:15]C)=[O:14].Cl, predict the reaction product. The product is: [Br:3][C:4]1[CH:9]=[C:8]([F:10])[CH:7]=[CH:6][C:5]=1[S:11][CH2:12][C:13]([OH:15])=[O:14]. (2) Given the reactants [F:1][C:2]([F:7])([F:6])[C:3](O)=[O:4].[CH2:8]1[C:16]2[C:11](=[CH:12][CH:13]=[CH:14][CH:15]=2)[CH2:10][CH:9]1[NH2:17].CCN(CC)CC, predict the reaction product. The product is: [F:1][C:2]([F:7])([F:6])[C:3]([NH:17][CH:9]1[CH2:10][C:11]2[C:16](=[CH:15][CH:14]=[CH:13][CH:12]=2)[CH2:8]1)=[O:4]. (3) Given the reactants [N+:1]([C:4]1[CH:12]=[C:11]2[C:7]([C:8]([C:13]([OH:15])=[O:14])=[N:9][NH:10]2)=[CH:6][CH:5]=1)([O-])=O, predict the reaction product. The product is: [NH2:1][C:4]1[CH:12]=[C:11]2[C:7]([C:8]([C:13]([OH:15])=[O:14])=[N:9][NH:10]2)=[CH:6][CH:5]=1. (4) Given the reactants [CH3:1][O:2][C:3]1[CH:4]=[C:5]([CH:8]=[CH:9][C:10]=1[O:11][CH3:12])[CH:6]=O.[C:13]([O-])(=O)C.[NH4+].[N+:18](C)([O-:20])=[O:19], predict the reaction product. The product is: [CH3:1][O:2][C:3]1([N+:18]([O-:20])=[O:19])[C:10]([O:11][CH3:12])=[CH:9][CH:8]=[C:5]([CH:6]=[CH2:13])[CH2:4]1.